Dataset: Forward reaction prediction with 1.9M reactions from USPTO patents (1976-2016). Task: Predict the product of the given reaction. Given the reactants [NH2:1][CH2:2][CH2:3][O:4][CH2:5][CH2:6][O:7][CH2:8][CH2:9][O:10][CH2:11][CH2:12][NH:13][S:14]([C:17]1[CH:22]=[CH:21][CH:20]=[C:19]([CH:23]2[C:32]3[C:27](=[C:28]([Cl:34])[CH:29]=[C:30]([Cl:33])[CH:31]=3)[CH2:26][N:25]([CH3:35])[CH2:24]2)[CH:18]=1)(=[O:16])=[O:15].[OH:36][CH:37]([CH:48]([OH:59])[C:49]([O:51]N1C(=O)CCC1=O)=O)[C:38]([O:40]N1C(=O)CCC1=O)=O.[CH2:60]([N:62]([CH2:65][CH3:66])[CH2:63][CH3:64])C, predict the reaction product. The product is: [Cl:33][C:30]1[CH:31]=[C:32]2[C:27](=[C:28]([Cl:34])[CH:29]=1)[CH2:26][N:25]([CH3:35])[CH2:24][CH:23]2[C:19]1[CH:18]=[C:17]([S:14]([NH:13][CH2:12][CH2:11][O:10][CH2:9][CH2:8][O:7][CH2:6][CH2:5][O:4][CH2:3][CH2:2][NH:1][C:38](=[O:40])[CH:37]([OH:36])[CH:48]([OH:59])[C:49]([NH:1][CH2:2][CH2:3][O:4][CH2:5][CH2:6][O:7][CH2:8][CH2:9][O:10][CH2:11][CH2:12][NH:13][S:14]([C:17]2[CH:22]=[CH:21][CH:20]=[C:19]([CH:64]3[C:32]4[C:66](=[C:28]([Cl:34])[CH:29]=[C:30]([Cl:33])[CH:31]=4)[CH2:65][N:62]([CH3:60])[CH2:63]3)[CH:18]=2)(=[O:16])=[O:15])=[O:51])(=[O:16])=[O:15])[CH:22]=[CH:21][CH:20]=1.